Task: Predict the reaction yield, written as a fraction of the theoretical maximum amount of product (1.0 means a 100% yield; for example, 0.34 means a 34% yield).. Dataset: Reaction yield outcomes from USPTO patents with 853,638 reactions (1) The reactants are [CH2:1]([O:3][C:4](=[O:12])[C:5](=O)[C:6]1[S:7][CH:8]=[CH:9][CH:10]=1)[CH3:2].[CH2:13]([O:15][C:16](=[O:22])[CH2:17][C:18]([NH:20][NH2:21])=[O:19])[CH3:14].C(O)(C(F)(F)F)=O. The catalyst is CS(C)=O. The product is [CH2:1]([O:3][C:4](=[O:12])[C:5](=[N:21][NH:20][C:18](=[O:19])[CH2:17][C:16]([O:15][CH2:13][CH3:14])=[O:22])[C:6]1[S:7][CH:8]=[CH:9][CH:10]=1)[CH3:2]. The yield is 0.850. (2) The reactants are [CH3:1][CH:2]1[CH2:4][CH:3]1[CH2:5][OH:6].[N+:7]([C:10]1[CH:17]=[CH:16][CH:15]=[C:14]([N+]([O-])=O)[C:11]=1[C:12]#[N:13])([O-:9])=[O:8]. No catalyst specified. The product is [CH3:1][CH:2]1[CH2:4][CH:3]1[CH2:5][O:6][C:14]1[CH:15]=[CH:16][CH:17]=[C:10]([N+:7]([O-:9])=[O:8])[C:11]=1[C:12]#[N:13]. The yield is 0.810. (3) The reactants are C(O[C:4]([C:6]1[N:10]2[CH2:11][CH2:12][N:13]([C:14]3[C:19]([CH3:20])=[CH:18][C:17]([CH3:21])=[CH:16][C:15]=3[CH3:22])[C:9]2=[N:8][C:7]=1[CH2:23][CH3:24])=[O:5])C.[CH2:25]([Mg]Cl)[CH2:26][CH3:27].[C:30]1(C)[CH:35]=CC=C[CH:31]=1. The catalyst is O1CCCC1. The product is [CH2:23]([C:7]1[N:8]=[C:9]2[N:13]([C:14]3[C:19]([CH3:20])=[CH:18][C:17]([CH3:21])=[CH:16][C:15]=3[CH3:22])[CH2:12][CH2:11][N:10]2[C:6]=1[C:4]([OH:5])([CH2:31][CH2:30][CH3:35])[CH2:25][CH2:26][CH3:27])[CH3:24]. The yield is 0.860. (4) The reactants are C(OC([NH:8][CH2:9][CH:10]1[CH2:15][CH2:14][N:13]([C:16]2[N:20]([CH3:21])[N:19]=[CH:18][C:17]=2[NH:22][C:23]([C:25]2[N:26]=[C:27](Br)[S:28][C:29]=2[NH:30]C(=O)OC(C)(C)C)=[O:24])[CH2:12][CH2:11]1)=O)CCC.[CH:39]([C:42]1[CH:43]=[C:44](B(O)O)[CH:45]=[CH:46][CH:47]=1)([CH3:41])[CH3:40]. No catalyst specified. The product is [NH2:30][C:29]1[S:28][C:27]([C:47]2[CH:46]=[CH:45][CH:44]=[CH:43][C:42]=2[CH:39]([CH3:41])[CH3:40])=[N:26][C:25]=1[C:23]([NH:22][C:17]1[CH:18]=[N:19][N:20]([CH3:21])[C:16]=1[N:13]1[CH2:14][CH2:15][CH:10]([CH2:9][NH2:8])[CH2:11][CH2:12]1)=[O:24]. The yield is 0.410. (5) The reactants are [N:1]12[CH2:8][CH2:7][C:4]([C:9]([C:19]3[CH:24]=[CH:23][CH:22]=[C:21]([O:25][CH3:26])[CH:20]=3)([C:11]3[CH:16]=[CH:15][CH:14]=[C:13]([O:17][CH3:18])[CH:12]=3)[OH:10])([CH2:5][CH2:6]1)[CH2:3][CH2:2]2.[C:27]1([CH2:33][O:34][CH2:35][CH2:36][Br:37])[CH:32]=[CH:31][CH:30]=[CH:29][CH:28]=1. The catalyst is CC#N. The product is [Br-:37].[OH:10][C:9]([C:19]1[CH:24]=[CH:23][CH:22]=[C:21]([O:25][CH3:26])[CH:20]=1)([C:11]1[CH:16]=[CH:15][CH:14]=[C:13]([O:17][CH3:18])[CH:12]=1)[C:4]12[CH2:5][CH2:6][N+:1]([CH2:36][CH2:35][O:34][CH2:33][C:27]3[CH:32]=[CH:31][CH:30]=[CH:29][CH:28]=3)([CH2:2][CH2:3]1)[CH2:8][CH2:7]2. The yield is 0.338. (6) The reactants are [CH3:1][C:2]([O:5][C:6](O[C:6]([O:5][C:2]([CH3:4])([CH3:3])[CH3:1])=[O:7])=[O:7])([CH3:4])[CH3:3].[Br:16][C:17]1[C:18]2[C@@H:19]3[CH2:30][CH2:29][N:28]([C:31]([O:33][C:34]([CH3:37])([CH3:36])[CH3:35])=[O:32])[CH2:27][CH2:26][C@@H:20]3[NH:21][C:22]=2[CH:23]=[CH:24][CH:25]=1.[OH-].[Na+]. The catalyst is C1COCC1.O. The product is [Br:16][C:17]1[C:18]2[C@@H:19]3[CH2:30][CH2:29][N:28]([C:31]([O:33][C:34]([CH3:37])([CH3:36])[CH3:35])=[O:32])[CH2:27][CH2:26][C@@H:20]3[N:21]([C:6]([O:5][C:2]([CH3:4])([CH3:3])[CH3:1])=[O:7])[C:22]=2[CH:23]=[CH:24][CH:25]=1. The yield is 0.690. (7) The reactants are [OH:1][CH2:2][C@H:3]1[CH2:7][CH2:6][CH2:5][C@H:4]1[NH:8][C:9]1[C:14]([C:15](O)=[O:16])=[CH:13][N:12]=[C:11]([S:18][CH3:19])[N:10]=1.C[N:21](C(ON1N=NC2C=CC=NC1=2)=[N+](C)C)C.F[P-](F)(F)(F)(F)F.[Cl-].[NH4+].CCN(C(C)C)C(C)C. The catalyst is CN(C=O)C.O. The product is [OH:1][CH2:2][C@H:3]1[CH2:7][CH2:6][CH2:5][C@H:4]1[NH:8][C:9]1[C:14]([C:15]([NH2:21])=[O:16])=[CH:13][N:12]=[C:11]([S:18][CH3:19])[N:10]=1. The yield is 0.810.